This data is from Reaction yield outcomes from USPTO patents with 853,638 reactions. The task is: Predict the reaction yield, written as a fraction of the theoretical maximum amount of product (1.0 means a 100% yield; for example, 0.34 means a 34% yield). (1) The reactants are Br[C:2]1[CH:3]=[C:4]([CH3:11])[C:5]2[N:6]([CH:8]=[CH:9][N:10]=2)[CH:7]=1.[Cl:12][C:13]1[CH:18]=[CH:17][C:16](B(O)O)=[CH:15][CH:14]=1. No catalyst specified. The product is [Cl:12][C:13]1[CH:18]=[CH:17][C:16]([C:2]2[CH:3]=[C:4]([CH3:11])[C:5]3[N:6]([CH:8]=[CH:9][N:10]=3)[CH:7]=2)=[CH:15][CH:14]=1. The yield is 0.750. (2) The reactants are [CH3:1][O:2][CH2:3][CH2:4][N:5]1[C:9]([CH3:10])=[C:8]([CH3:11])[S:7][C:6]1=[NH:12].CCN(CC)CC.[F:20][C:21]1([F:33])[O:25][C:24]2[CH:26]=[CH:27][CH:28]=[C:29]([C:30](Cl)=[O:31])[C:23]=2[O:22]1. The catalyst is C1COCC1.CCOC(C)=O. The product is [F:33][C:21]1([F:20])[O:25][C:24]2[CH:26]=[CH:27][CH:28]=[C:29]([C:30](/[N:12]=[C:6]3\[S:7][C:8]([CH3:11])=[C:9]([CH3:10])[N:5]\3[CH2:4][CH2:3][O:2][CH3:1])=[O:31])[C:23]=2[O:22]1. The yield is 0.550.